Dataset: Catalyst prediction with 721,799 reactions and 888 catalyst types from USPTO. Task: Predict which catalyst facilitates the given reaction. (1) Reactant: C(OC([N:11]1[CH2:15][CH2:14][CH2:13][CH:12]1[CH2:16][C:17]1[C:21]2[CH:22]=[CH:23][CH:24]=[CH:25][C:20]=2[O:19][C:18]=1[CH:26]=[CH:27][C:28]([O:30][CH2:31][CH3:32])=[O:29])=O)C1C=CC=CC=1. Product: [CH2:31]([O:30][C:28](=[O:29])[CH2:27][CH2:26][C:18]1[O:19][C:20]2[CH:25]=[CH:24][CH:23]=[CH:22][C:21]=2[C:17]=1[CH2:16][CH:12]1[CH2:13][CH2:14][CH2:15][NH:11]1)[CH3:32]. The catalyst class is: 5. (2) Reactant: [Cl:1][C:2]1[CH:7]=[CH:6][C:5]([C:8]2[N:9]([C:20]3[CH:25]=[CH:24][CH:23]=[CH:22][C:21]=3[Cl:26])[N:10]=[C:11]3[C:16]([OH:17])=[N:15][C:14]([CH2:18][CH3:19])=[N:13][C:12]=23)=[CH:4][CH:3]=1.C([O-])([O-])=O.[Cs+].[Cs+].[C:33]([CH2:37]I)([F:36])([F:35])[F:34]. Product: [Cl:1][C:2]1[CH:7]=[CH:6][C:5]([C:8]2[N:9]([C:20]3[CH:25]=[CH:24][CH:23]=[CH:22][C:21]=3[Cl:26])[N:10]=[C:11]3[C:16](=[O:17])[N:15]([CH2:37][C:33]([F:36])([F:35])[F:34])[C:14]([CH2:18][CH3:19])=[N:13][C:12]=23)=[CH:4][CH:3]=1. The catalyst class is: 3. (3) Reactant: [Br:1][C:2]1[CH:7]=[CH:6][C:5]([OH:8])=[CH:4][CH:3]=1.C([O-])([O-])=O.[Cs+].[Cs+].[CH2:15]([O:17][C:18](=[O:24])[CH2:19][CH2:20][CH2:21][CH2:22]Br)[CH3:16]. Product: [CH2:15]([O:17][C:18](=[O:24])[CH2:19][CH2:20][CH2:21][CH2:22][O:8][C:5]1[CH:6]=[CH:7][C:2]([Br:1])=[CH:3][CH:4]=1)[CH3:16]. The catalyst class is: 3. (4) Reactant: Cl.[Cl:2][CH2:3][CH2:4][NH:5][CH2:6][CH2:7][Cl:8].[P:9](Cl)([Cl:12])([Cl:11])=[O:10].C(N(CC)CC)C. Product: [Cl:2][CH2:3][CH2:4][N:5]([CH2:6][CH2:7][Cl:8])[P:9]([Cl:12])([Cl:11])=[O:10]. The catalyst class is: 4. (5) Reactant: [CH2:1]([C:4]1[C:8]([CH2:9][CH2:10][CH2:11][OH:12])=[CH:7][N:6]([C:13]2[CH:18]=[CH:17][C:16]([C:19]([F:22])([F:21])[F:20])=[CH:15][N:14]=2)[N:5]=1)[CH2:2][CH3:3].[F:23][C:24]1[C:25](O)=[C:26]([CH2:30][C:31]([O:33]C)=[O:32])[CH:27]=[CH:28][CH:29]=1.C(P(CCCC)CCCC)CCC.N(C(N1CCCCC1)=O)=NC(N1CCCCC1)=O. Product: [F:23][C:24]1[C:25]([O:12][CH2:11][CH2:10][CH2:9][C:8]2[C:4]([CH2:1][CH2:2][CH3:3])=[N:5][N:6]([C:13]3[CH:18]=[CH:17][C:16]([C:19]([F:21])([F:20])[F:22])=[CH:15][N:14]=3)[CH:7]=2)=[C:26]([CH2:30][C:31]([OH:33])=[O:32])[CH:27]=[CH:28][CH:29]=1. The catalyst class is: 7. (6) Reactant: [OH-].[Na+].C[O:4][C:5]([C:7]1[N:8]=[C:9]2[CH:25]=[CH:24][C:23]([CH2:26][C:27]3[CH:32]=[CH:31][CH:30]=[C:29]([Cl:33])[C:28]=3[F:34])=[CH:22][N:10]2[C:11](=[O:21])[C:12]=1[O:13][Si](C(C)(C)C)(C)C)=[O:6].Cl. Product: [Cl:33][C:29]1[C:28]([F:34])=[C:27]([CH:32]=[CH:31][CH:30]=1)[CH2:26][C:23]1[CH:24]=[CH:25][C:9]2[N:10]([CH:22]=1)[C:11](=[O:21])[C:12]([OH:13])=[C:7]([C:5]([OH:6])=[O:4])[N:8]=2. The catalyst class is: 5. (7) Reactant: [C:1]([O:5][CH2:6][CH2:7][C:8]([OH:10])=O)(=[O:4])[CH:2]=[CH2:3].S(Cl)([Cl:13])=O. Product: [C:1]([O:5][CH2:6][CH2:7][C:8]([Cl:13])=[O:10])(=[O:4])[CH:2]=[CH2:3]. The catalyst class is: 2. (8) Reactant: [O:1]=[C:2]1[CH2:7][O:6][CH2:5][CH:4]2[CH2:8][CH2:9][CH:10]([C:12]([O:14]C)=[O:13])[CH2:11][N:3]12.O.[OH-].[Li+]. Product: [O:1]=[C:2]1[CH2:7][O:6][CH2:5][C@H:4]2[CH2:8][CH2:9][C@@H:10]([C:12]([OH:14])=[O:13])[CH2:11][N:3]12. The catalyst class is: 30. (9) Reactant: [F:1][C:2]([F:11])([F:10])[C:3]1[CH:4]=[CH:5][C:6]([NH2:9])=[N:7][CH:8]=1.[Br:12]Br.[OH-].[Na+]. Product: [Br:12][C:5]1[C:6]([NH2:9])=[N:7][CH:8]=[C:3]([C:2]([F:1])([F:10])[F:11])[CH:4]=1. The catalyst class is: 52. (10) Reactant: [F:1][C:2]1[C:3]([NH:28][CH:29]([C:36]2([C:41]([F:44])([F:43])[F:42])[CH2:40][CH2:39][CH2:38][CH2:37]2)[CH2:30][C:31]([O:33]CC)=[O:32])=[N:4][C:5]([C:8]2[C:16]3[C:11](=[N:12][CH:13]=[C:14]([F:17])[CH:15]=3)[N:10](S(C3C=CC(C)=CC=3)(=O)=O)[CH:9]=2)=[N:6][CH:7]=1.[OH-].[Li+]. Product: [F:1][C:2]1[C:3]([NH:28][CH:29]([C:36]2([C:41]([F:43])([F:44])[F:42])[CH2:40][CH2:39][CH2:38][CH2:37]2)[CH2:30][C:31]([OH:33])=[O:32])=[N:4][C:5]([C:8]2[C:16]3[C:11](=[N:12][CH:13]=[C:14]([F:17])[CH:15]=3)[NH:10][CH:9]=2)=[N:6][CH:7]=1. The catalyst class is: 1.